From a dataset of Forward reaction prediction with 1.9M reactions from USPTO patents (1976-2016). Predict the product of the given reaction. (1) Given the reactants [OH:1][B:2]1[C:6]2[CH:7]=[C:8]([OH:12])[CH:9]=[C:10]([CH3:11])[C:5]=2[CH:4]([CH2:13][C:14]([O:16][CH2:17][CH3:18])=[O:15])[O:3]1.[CH3:19]CN(CC)CC.C[N:27]1[CH:31]=[CH:30][C:29]([S:32](Cl)(=[O:34])=[O:33])=[N:28]1, predict the reaction product. The product is: [OH:1][B:2]1[C:6]2[CH:7]=[C:8]([O:12][S:32]([C:29]3[N:28]([CH3:19])[N:27]=[CH:31][CH:30]=3)(=[O:34])=[O:33])[CH:9]=[C:10]([CH3:11])[C:5]=2[CH:4]([CH2:13][C:14]([O:16][CH2:17][CH3:18])=[O:15])[O:3]1. (2) Given the reactants [N+:1]([C:4]1[CH:9]=[CH:8][CH:7]=[CH:6][C:5]=1[S:10](Cl)(=[O:12])=[O:11])([O-:3])=[O:2].C(=O)([O-])[O-].[Na+].[Na+].[CH3:20][NH:21][CH3:22], predict the reaction product. The product is: [CH3:20][N:21]([CH3:22])[S:10]([C:5]1[CH:6]=[CH:7][CH:8]=[CH:9][C:4]=1[N+:1]([O-:3])=[O:2])(=[O:12])=[O:11]. (3) Given the reactants [CH3:1][O:2][C:3]1([CH2:9][OH:10])[CH2:8][CH2:7][O:6][CH2:5][CH2:4]1.[C:11]1(C)[C:12]([S:17](Cl)(=[O:19])=[O:18])=[CH:13][CH:14]=[CH:15][CH:16]=1.N1C=CC=C[CH:23]=1, predict the reaction product. The product is: [CH3:23][C:15]1[CH:16]=[CH:11][C:12]([S:17]([O:10][CH2:9][C:3]2([O:2][CH3:1])[CH2:8][CH2:7][O:6][CH2:5][CH2:4]2)(=[O:18])=[O:19])=[CH:13][CH:14]=1. (4) The product is: [CH:1]([N:14]1[CH2:17][CH:16]([CH2:18][O:19][C:20]2[C:32]([CH:35]3[CH2:37][CH2:36]3)=[CH:31][C:23]([C:24]([NH:26][S:27]([CH3:30])(=[O:29])=[O:28])=[O:25])=[C:22]([F:34])[CH:21]=2)[CH2:15]1)([C:8]1[CH:13]=[CH:12][CH:11]=[CH:10][CH:9]=1)[C:2]1[CH:7]=[CH:6][CH:5]=[CH:4][CH:3]=1. Given the reactants [CH:1]([N:14]1[CH2:17][CH:16]([CH2:18][O:19][C:20]2[C:32](Cl)=[CH:31][C:23]([C:24]([NH:26][S:27]([CH3:30])(=[O:29])=[O:28])=[O:25])=[C:22]([F:34])[CH:21]=2)[CH2:15]1)([C:8]1[CH:13]=[CH:12][CH:11]=[CH:10][CH:9]=1)[C:2]1[CH:7]=[CH:6][CH:5]=[CH:4][CH:3]=1.[CH:35]1(B(O)O)[CH2:37][CH2:36]1.P([O-])([O-])([O-])=O.[K+].[K+].[K+].F[B-](F)(F)F.C1(P(C2CCCCC2)C2CCCCC2)CCCCC1, predict the reaction product. (5) Given the reactants C(Cl)(=O)C(Cl)=O.[N:7]1([C:13]2[CH:21]=[CH:20][C:16]([C:17]([OH:19])=O)=[CH:15][CH:14]=2)[CH2:12][CH2:11][O:10][CH2:9][CH2:8]1.[NH2:22][C:23]1[C:24]2[CH:35]=[C:34]([C:36]([O:38][C:39]([CH3:42])([CH3:41])[CH3:40])=[O:37])[S:33][C:25]=2[N:26]([C:28]([O:30][CH2:31][CH3:32])=[O:29])[N:27]=1.N1C=CC=CC=1.C(=O)(O)[O-].[Na+], predict the reaction product. The product is: [N:7]1([C:13]2[CH:14]=[CH:15][C:16]([C:17]([NH:22][C:23]3[C:24]4[CH:35]=[C:34]([C:36]([O:38][C:39]([CH3:40])([CH3:42])[CH3:41])=[O:37])[S:33][C:25]=4[N:26]([C:28]([O:30][CH2:31][CH3:32])=[O:29])[N:27]=3)=[O:19])=[CH:20][CH:21]=2)[CH2:8][CH2:9][O:10][CH2:11][CH2:12]1. (6) Given the reactants [OH:1][C:2]1[C:9]([OH:10])=[CH:8][CH:7]=[CH:6][C:3]=1[CH:4]=[O:5].[C:11](=[O:14])([O-])[O-:12].[K+].[K+].[Cl:17][C:18]1[CH:25]=[CH:24][CH:23]=[CH:22][C:19]=1[CH2:20]Cl.O, predict the reaction product. The product is: [Cl:17][C:18]1[CH:25]=[CH:24][CH:23]=[CH:22][C:19]=1[CH2:20][O:1][C:2]1[C:9]([O:10][CH2:20][C:19]2[CH:22]=[CH:23][CH:24]=[CH:25][C:18]=2[Cl:17])=[CH:8][CH:7]=[CH:6][C:3]=1[CH:4]([OH:5])[C:11]([OH:12])=[O:14]. (7) Given the reactants [C:1]([C:4]1[CH:9]=[CH:8][CH:7]=[CH:6][C:5]=1B(O)O)([OH:3])=[O:2].Cl[C:14]1[C:19]([Cl:20])=[CH:18][CH:17]=[CH:16][N:15]=1, predict the reaction product. The product is: [Cl:20][C:19]1[C:14]([C:7]2[CH:8]=[CH:9][C:4]([C:1]([OH:3])=[O:2])=[CH:5][CH:6]=2)=[N:15][CH:16]=[CH:17][CH:18]=1. (8) Given the reactants Cl[C:2]1[CH:3]=[CH:4][C:5]2[N:6]([C:8]([C:19]3[CH:24]=[CH:23][N:22]=[C:21]([NH2:25])[CH:20]=3)=[C:9]([C:11]3[CH:16]=[CH:15][C:14]([F:17])=[C:13]([CH3:18])[CH:12]=3)[N:10]=2)[N:7]=1.C(N(CC)CC)C, predict the reaction product. The product is: [F:17][C:14]1[CH:15]=[CH:16][C:11]([C:9]2[N:10]=[C:5]3[CH:4]=[CH:3][CH:2]=[N:7][N:6]3[C:8]=2[C:19]2[CH:24]=[CH:23][N:22]=[C:21]([NH2:25])[CH:20]=2)=[CH:12][C:13]=1[CH3:18]. (9) Given the reactants [CH3:1][O:2][CH2:3][C:4](Cl)=O.[NH2:7][C:8]1[CH:9]=[N:10][C:11]2[C:16]([C:17]=1[NH:18][CH2:19][CH2:20][NH:21][C:22](=[O:28])[O:23][C:24]([CH3:27])([CH3:26])[CH3:25])=[N:15][CH:14]=[CH:13][CH:12]=2, predict the reaction product. The product is: [CH3:1][O:2][CH2:3][C:4]1[N:18]([CH2:19][CH2:20][NH:21][C:22](=[O:28])[O:23][C:24]([CH3:25])([CH3:27])[CH3:26])[C:17]2[C:16]3[N:15]=[CH:14][CH:13]=[CH:12][C:11]=3[N:10]=[CH:9][C:8]=2[N:7]=1.